This data is from Reaction yield outcomes from USPTO patents with 853,638 reactions. The task is: Predict the reaction yield, written as a fraction of the theoretical maximum amount of product (1.0 means a 100% yield; for example, 0.34 means a 34% yield). The reactants are [CH3:1][O:2][C:3]1[CH:8]=[CH:7][C:6]([CH2:9][C:10]([OH:12])=O)=[C:5]([O:13][C:14]2[CH:19]=[CH:18][CH:17]=[CH:16][CH:15]=2)[CH:4]=1.[Al+3].[Cl-].[Cl-].[Cl-]. The catalyst is S(Cl)(Cl)=O.C(Cl)Cl. The product is [CH3:1][O:2][C:3]1[CH:8]=[CH:7][C:6]2[CH2:9][C:10](=[O:12])[C:15]3[CH:16]=[CH:17][CH:18]=[CH:19][C:14]=3[O:13][C:5]=2[CH:4]=1. The yield is 0.480.